Dataset: Reaction yield outcomes from USPTO patents with 853,638 reactions. Task: Predict the reaction yield, written as a fraction of the theoretical maximum amount of product (1.0 means a 100% yield; for example, 0.34 means a 34% yield). (1) The product is [C:15]([O:19][C:20](=[O:35])[NH:21][C@H:22]([C:26]([N:28]1[CH2:33][CH2:32][CH:31]([O:34][C:41]2[N:42]=[CH:43][C:38]([Cl:37])=[CH:39][N:40]=2)[CH2:30][CH2:29]1)=[O:27])[CH:23]([CH3:25])[CH3:24])([CH3:17])([CH3:18])[CH3:16]. The yield is 0.380. The catalyst is C1(C)C=CC=CC=1. The reactants are N(C(OC(C)C)=O)=NC(OC(C)C)=O.[C:15]([O:19][C:20](=[O:35])[NH:21][C@H:22]([C:26]([N:28]1[CH2:33][CH2:32][CH:31]([OH:34])[CH2:30][CH2:29]1)=[O:27])[CH:23]([CH3:25])[CH3:24])([CH3:18])([CH3:17])[CH3:16].Cl.[Cl:37][C:38]1[CH:39]=[N:40][C:41](O)=[N:42][CH:43]=1.C1(P(C2C=CC=CC=2)C2C=CC=CC=2)C=CC=CC=1. (2) The reactants are C(NC(C)C)(C)C.C([Li])CCC.[CH2:13]([O:20][CH2:21][C:22]([OH:24])=[O:23])[C:14]1[CH:19]=[CH:18][CH:17]=[CH:16][CH:15]=1.Br[CH2:26][CH2:27][CH2:28][Cl:29]. The catalyst is C1COCC1.O. The product is [CH2:13]([O:20][CH:21]([CH2:26][CH2:27][CH2:28][Cl:29])[C:22]([OH:24])=[O:23])[C:14]1[CH:19]=[CH:18][CH:17]=[CH:16][CH:15]=1. The yield is 0.320. (3) The reactants are [CH3:1][O:2][C:3](=[O:12])/[CH:4]=[CH:5]/[C:6]1[S:7][C:8](Br)=[CH:9][CH:10]=1.[CH3:13][S:14][C:15]1[N:20]=[C:19]([Sn](CCCC)(CCCC)CCCC)[CH:18]=[CH:17][N:16]=1. No catalyst specified. The product is [CH3:1][O:2][C:3](=[O:12])/[CH:4]=[CH:5]/[C:6]1[S:7][C:8]([C:17]2[CH:18]=[CH:19][N:20]=[C:15]([S:14][CH3:13])[N:16]=2)=[CH:9][CH:10]=1. The yield is 0.450. (4) The reactants are [OH:1][C@H:2]([C:22]1[CH:27]=[CH:26][CH:25]=[CH:24][CH:23]=1)[C@@H:3]([CH2:18][CH2:19][C:20]#[CH:21])[C:4](N1[C@@H](C2C=CC=CC=2)COC1=O)=[O:5].[O:28]1CCCC1.OO.[OH-].[Li+]. The catalyst is O. The product is [OH:1][C@H:2]([C:22]1[CH:27]=[CH:26][CH:25]=[CH:24][CH:23]=1)[C@@H:3]([CH2:18][CH2:19][C:20]#[CH:21])[C:4]([OH:5])=[O:28]. The yield is 0.820. (5) The yield is 1.00. The product is [F:25][C:24]1[C:23]([F:26])=[CH:22][CH:21]=[C:20]([N+:27]([O-:29])=[O:28])[C:19]=1[NH:1][C:2]1[CH:7]=[CH:6][CH:5]=[CH:4][CH:3]=1. The reactants are [NH2:1][C:2]1[CH:7]=[CH:6][CH:5]=[CH:4][CH:3]=1.[Li+].C[Si]([N-][Si](C)(C)C)(C)C.F[C:19]1[C:24]([F:25])=[C:23]([F:26])[CH:22]=[CH:21][C:20]=1[N+:27]([O-:29])=[O:28]. The catalyst is C1COCC1.O. (6) The reactants are [NH2:1][C:2]1[CH:12]=[N:11][CH:10]=[CH:9][C:3]=1[C:4]([O:6]CC)=O.C(N(CC)CC)C.C([CH:22]([C:26](Cl)=[O:27])[C:23](Cl)=[O:24])C.[O-]CC.[Na+].[Na+].[NH2:34][CH2:35][C:36]([O-:38])=[O:37].N12CCCN=C1CCCCC2.Cl. The catalyst is C(Cl)Cl.O. The product is [OH:6][C:4]1[C:3]2[C:2](=[CH:12][N:11]=[CH:10][CH:9]=2)[NH:1][C:26](=[O:27])[C:22]=1[C:23]([NH:34][CH2:35][C:36]([OH:38])=[O:37])=[O:24]. The yield is 0.300.